This data is from Full USPTO retrosynthesis dataset with 1.9M reactions from patents (1976-2016). The task is: Predict the reactants needed to synthesize the given product. (1) Given the product [CH2:33]([N:36]([CH2:37][CH2:38][CH3:39])[C:8]([C:4]1[CH:3]=[C:2]([Cl:1])[CH:7]=[CH:6][N:5]=1)=[O:10])[CH2:34][CH3:35], predict the reactants needed to synthesize it. The reactants are: [Cl:1][C:2]1[CH:7]=[CH:6][N:5]=[C:4]([C:8]([OH:10])=O)[CH:3]=1.ON1C2C=CC=CC=2N=N1.Cl.CN(C)CCCN=C=NCC.[CH2:33]([NH:36][CH2:37][CH2:38][CH3:39])[CH2:34][CH3:35].C(N(CC)CC)C. (2) Given the product [CH3:1][C:2]1[O:6][N:5]=[C:4]([C:7]2[CH:8]=[C:9]([NH:13][CH2:14][CH2:15][C:23]#[N:24])[CH:10]=[CH:11][CH:12]=2)[N:3]=1, predict the reactants needed to synthesize it. The reactants are: [CH3:1][C:2]1[O:6][N:5]=[C:4]([C:7]2[CH:8]=[C:9]([NH:13][C:14](=O)[C:15](F)(F)F)[CH:10]=[CH:11][CH:12]=2)[N:3]=1.BrCC[C:23]#[N:24]. (3) The reactants are: [H-].[Na+].[CH2:3]([O:6][C:7]1[CH:12]=[C:11]([N+:13]([O-:15])=[O:14])[CH:10]=[CH:9][C:8]=1[OH:16])[CH:4]=[CH2:5].[C:17]1([OH:23])C=CC=[CH:19][CH:18]=1.S(C1C=CC(C)=CC=1)(OC[C@@H]1OC1)(=O)=O. Given the product [CH2:3]([O:6][C:7]1[CH:12]=[C:11]([N+:13]([O-:15])=[O:14])[CH:10]=[CH:9][C:8]=1[O:16][CH2:19][CH:18]1[CH2:17][O:23]1)[CH:4]=[CH2:5], predict the reactants needed to synthesize it. (4) Given the product [Cl:1][C:2]1[CH:3]=[C:4]([CH:29]=[CH:30][C:31]=1[O:32][CH:33]([CH3:34])[CH3:35])[C:5]([NH:7][C@H:8]([CH2:26][CH2:27][OH:28])[CH2:9][C:10]1[CH:15]=[CH:14][C:13]([C:16]2[N:17]=[C:18]([C:22]3([CH3:23])[O:39][CH2:36][CH2:48][O:49]3)[N:19]([CH3:21])[CH:20]=2)=[CH:12][CH:11]=1)=[O:6], predict the reactants needed to synthesize it. The reactants are: [Cl:1][C:2]1[CH:3]=[C:4]([CH:29]=[CH:30][C:31]=1[O:32][CH:33]([CH3:35])[CH3:34])[C:5]([NH:7][C@H:8]([CH2:26][CH2:27][OH:28])[CH2:9][C:10]1[CH:15]=[CH:14][C:13]([C:16]2[N:17]=[C:18]([C:22](=NO)[CH3:23])[N:19]([CH3:21])[CH:20]=2)=[CH:12][CH:11]=1)=[O:6].[C:36]([O-:39])([O-])=O.[K+].[K+].ICC.CN([CH:48]=[O:49])C. (5) The reactants are: [OH:1][C:2]1[CH:3]=[C:4]([NH:8][C:9]([NH2:11])=[S:10])[CH:5]=[CH:6][CH:7]=1.Br[CH2:13][C:14](=O)[CH3:15]. Given the product [CH3:15][C:14]1[N:11]=[C:9]([NH:8][C:4]2[CH:3]=[C:2]([OH:1])[CH:7]=[CH:6][CH:5]=2)[S:10][CH:13]=1, predict the reactants needed to synthesize it. (6) Given the product [CH3:21][N:22]([CH:24]=[C:10]1[CH2:9][CH2:8][C:7]2[C:6]3[C:14](=[CH:15][CH:16]=[C:4]([N+:1]([O-:3])=[O:2])[CH:5]=3)[NH:13][C:12]=2[C:11]1=[O:17])[CH3:23], predict the reactants needed to synthesize it. The reactants are: [N+:1]([C:4]1[CH:5]=[C:6]2[C:14](=[CH:15][CH:16]=1)[NH:13][C:12]1[C:11](=[O:17])[CH2:10][CH2:9][CH2:8][C:7]2=1)([O-:3])=[O:2].C(O[CH:21](OCC)[N:22]([CH3:24])[CH3:23])C. (7) Given the product [NH2:17][CH:7]([CH2:8][CH:9]1[CH2:16][CH2:15][CH2:14][CH2:13][CH2:12][CH2:11][CH2:10]1)[C:6]([OH:31])=[O:5], predict the reactants needed to synthesize it. The reactants are: C([O:5][C:6](=[O:31])[CH:7]([N:17]=C(C1C=CC=CC=1)C1C=CC=CC=1)[CH2:8][CH:9]1[CH2:16][CH2:15][CH2:14][CH2:13][CH2:12][CH2:11][CH2:10]1)(C)(C)C.Cl. (8) The reactants are: [NH2:1][C:2]1[N:10]=[CH:9][CH:8]=[CH:7][C:3]=1[C:4]([OH:6])=O.ON1C2C=CC=CC=2N=N1.CCN=C=NCCCN(C)C.[Cl:32][C:33]1[CH:34]=[C:35]([CH:45]=[CH:46][C:47]=1[F:48])[O:36][C:37]1[CH:44]=[CH:43][C:40]([CH2:41][NH2:42])=[CH:39][CH:38]=1.C(=O)(O)[O-].[Na+]. Given the product [Cl:32][C:33]1[CH:34]=[C:35]([CH:45]=[CH:46][C:47]=1[F:48])[O:36][C:37]1[CH:38]=[CH:39][C:40]([CH2:41][NH:42][C:4](=[O:6])[C:3]2[CH:7]=[CH:8][CH:9]=[N:10][C:2]=2[NH2:1])=[CH:43][CH:44]=1, predict the reactants needed to synthesize it.